Dataset: hERG potassium channel inhibition data for cardiac toxicity prediction from Karim et al.. Task: Regression/Classification. Given a drug SMILES string, predict its toxicity properties. Task type varies by dataset: regression for continuous values (e.g., LD50, hERG inhibition percentage) or binary classification for toxic/non-toxic outcomes (e.g., AMES mutagenicity, cardiotoxicity, hepatotoxicity). Dataset: herg_karim. (1) The compound is O=C1CN(CCc2ccc(F)cc2)CCN1[C@H]1CCc2cc(CN3CCCCC3)ccc2C1. The result is 0 (non-blocker). (2) The molecule is CCN=C(c1ccc(OC)c(OC)c1)N1CCCc2cc(C3=NN=C(O)SC3C)ccc21. The result is 1 (blocker). (3) The drug is CC#CCn1c(N2CCC[C@@H](N)C2)nc2c1c(=O)n(CC(=O)c1ccccc1)c(=O)n2C. The result is 1 (blocker). (4) The molecule is Cc1nc2ccccc2n1C1C[C@H]2CC[C@H](C1)N2CC[C@H](NC(=O)[C@H]1CC[S@@+]([O-])CC1)c1ccc(F)cc1. The result is 0 (non-blocker). (5) The molecule is Cc1ccc(S(=O)(=O)N2CCSC2C(=O)NC2C3CC4CC2CC(C(N)=O)(C4)C3)cc1. The result is 0 (non-blocker). (6) The compound is Cc1ccc(OC(=O)N(CC(=O)O)Cc2cccc(OCc3sc(-c4ccc(Cl)cc4)nc3C)c2)cc1. The result is 0 (non-blocker).